This data is from Skin sensitization/reaction prediction data. The task is: Regression/Classification. Given a drug SMILES string, predict its toxicity properties. Task type varies by dataset: regression for continuous values (e.g., LD50, hERG inhibition percentage) or binary classification for toxic/non-toxic outcomes (e.g., AMES mutagenicity, cardiotoxicity, hepatotoxicity). Dataset: skin_reaction. (1) The drug is CCCCCCC1=NC(C)(C)C(=O)O1. The result is 1 (causes skin reaction). (2) The compound is CC(C)=CCCC(C)=CCO. The result is 1 (causes skin reaction). (3) The molecule is CCCOc1ccc2c(c1)C(O)(c1ccc(OC)cc1OCc1ccccc1)C(C(=O)N1C(=O)N(C)C(C)C1c1ccccc1)C2c1ccc2c(c1)OCO2. The result is 0 (no skin reaction).